Dataset: Full USPTO retrosynthesis dataset with 1.9M reactions from patents (1976-2016). Task: Predict the reactants needed to synthesize the given product. (1) Given the product [CH2:37]([C:2]1[C:3]([CH3:28])=[C:4]([C:15]([NH:18][S:19]([C:22]2[CH:23]=[N:24][CH:25]=[CH:26][CH:27]=2)(=[O:20])=[O:21])=[CH:16][CH:17]=1)[C:5]([O:7][CH2:8][C:9]1[CH:10]=[CH:11][CH:12]=[CH:13][CH:14]=1)=[O:6])[CH2:38][CH2:39][CH3:40], predict the reactants needed to synthesize it. The reactants are: Br[C:2]1[C:3]([CH3:28])=[C:4]([C:15]([NH:18][S:19]([C:22]2[CH:23]=[N:24][CH:25]=[CH:26][CH:27]=2)(=[O:21])=[O:20])=[CH:16][CH:17]=1)[C:5]([O:7][CH2:8][C:9]1[CH:14]=[CH:13][CH:12]=[CH:11][CH:10]=1)=[O:6].[O-]P([O-])([O-])=O.[K+].[K+].[K+].[CH2:37](B(O)O)[CH2:38][CH2:39][CH3:40]. (2) Given the product [Cl:13][C:14]1[S:15][C:16]([Cl:24])=[C:17]([CH3:23])[C:18]=1[S:19]([NH:1][C:2]1[CH:11]=[CH:10][C:5]([C:6]([O:8][CH3:9])=[O:7])=[C:4]([OH:12])[CH:3]=1)(=[O:21])=[O:20], predict the reactants needed to synthesize it. The reactants are: [NH2:1][C:2]1[CH:3]=[C:4]([OH:12])[C:5](=[CH:10][CH:11]=1)[C:6]([O:8][CH3:9])=[O:7].[Cl:13][C:14]1[S:15][C:16]([Cl:24])=[C:17]([CH3:23])[C:18]=1[S:19](Cl)(=[O:21])=[O:20].N1C=CC=CC=1. (3) Given the product [NH2:36][C:33]1[CH:32]=[CH:31][C:30]([S:27]([NH:26][C:21]2[CH:22]=[CH:23][CH:24]=[CH:25][C:20]=2[NH:19][S:16]([C:4]2[CH:5]=[C:6]([S:9]([C:12]([F:15])([F:14])[F:13])(=[O:10])=[O:11])[CH:7]=[CH:8][C:3]=2[O:2][CH3:1])(=[O:17])=[O:18])(=[O:29])=[O:28])=[CH:35][CH:34]=1, predict the reactants needed to synthesize it. The reactants are: [CH3:1][O:2][C:3]1[CH:8]=[CH:7][C:6]([S:9]([C:12]([F:15])([F:14])[F:13])(=[O:11])=[O:10])=[CH:5][C:4]=1[S:16]([NH:19][C:20]1[CH:25]=[CH:24][CH:23]=[CH:22][C:21]=1[NH:26][S:27]([C:30]1[CH:35]=[CH:34][C:33]([N+:36]([O-])=O)=[CH:32][CH:31]=1)(=[O:29])=[O:28])(=[O:18])=[O:17].